From a dataset of Catalyst prediction with 721,799 reactions and 888 catalyst types from USPTO. Predict which catalyst facilitates the given reaction. Reactant: [N:1]1([CH2:7][CH2:8][CH2:9][N:10]([CH2:20][C:21]2[CH:22]=[CH:23][C:24]([N+:43]([O-])=O)=[C:25]([NH:27][C:28]3[S:29][C:30]([C:40]([NH2:42])=[O:41])=[C:31]([C:33]4[CH:38]=[CH:37][CH:36]=[C:35]([Cl:39])[CH:34]=4)[N:32]=3)[CH:26]=2)[CH2:11][CH2:12][CH2:13][N:14]2[CH2:19][CH2:18][O:17][CH2:16][CH2:15]2)[CH2:6][CH2:5][O:4][CH2:3][CH2:2]1.O1CCC[CH2:47]1.[Cl-].[NH4+].C(OCC)(OCC)OCC. Product: [N:1]1([CH2:7][CH2:8][CH2:9][N:10]([CH2:20][C:21]2[CH:22]=[CH:23][C:24]3[N:43]=[CH:47][N:27]([C:28]4[S:29][C:30]([C:40]([NH2:42])=[O:41])=[C:31]([C:33]5[CH:38]=[CH:37][CH:36]=[C:35]([Cl:39])[CH:34]=5)[N:32]=4)[C:25]=3[CH:26]=2)[CH2:11][CH2:12][CH2:13][N:14]2[CH2:19][CH2:18][O:17][CH2:16][CH2:15]2)[CH2:6][CH2:5][O:4][CH2:3][CH2:2]1. The catalyst class is: 763.